From a dataset of Catalyst prediction with 721,799 reactions and 888 catalyst types from USPTO. Predict which catalyst facilitates the given reaction. (1) Reactant: [Br:1]N1C(=O)CCC1=O.[NH2:9][C:10]1[C:15]([C:16]2[O:17][C:18]3[C:19](=[C:21]([C:25]#[N:26])[CH:22]=[CH:23][CH:24]=3)[N:20]=2)=[CH:14][CH:13]=[CH:12][N:11]=1. Product: [NH2:9][C:10]1[C:15]([C:16]2[O:17][C:18]3[C:19](=[C:21]([C:25]#[N:26])[CH:22]=[CH:23][CH:24]=3)[N:20]=2)=[CH:14][C:13]([Br:1])=[CH:12][N:11]=1. The catalyst class is: 7. (2) Reactant: [CH3:1][CH:2]([CH3:6])[CH2:3][CH2:4][NH2:5].[OH-].[Na+].[Br:9][C:10]1[CH:11]=[C:12]([CH:16]=[CH:17][CH:18]=1)[C:13](Cl)=[O:14]. Product: [Br:9][C:10]1[CH:11]=[C:12]([CH:16]=[CH:17][CH:18]=1)[C:13]([NH:5][CH2:4][CH2:3][CH:2]([CH3:6])[CH3:1])=[O:14]. The catalyst class is: 4. (3) Reactant: [Cl:1][C:2]1[N:10]=[C:9]2[C:5]([NH:6][CH:7]=[N:8]2)=[C:4]([Cl:11])[N:3]=1.[C:12](=O)([O-])[O-].[K+].[K+].[CH3:18][O:19][CH:20](Br)[CH3:21]. Product: [Cl:1][C:2]1[N:10]=[C:9]2[C:5]([N:6]=[CH:7][N:8]2[CH:21]([CH3:12])[CH2:20][O:19][CH3:18])=[C:4]([Cl:11])[N:3]=1. The catalyst class is: 16. (4) Reactant: [C:1]12([C:11](=[O:20])[CH2:12][S:13][CH2:14][C:15]3[O:16][CH:17]=[CH:18][CH:19]=3)[CH2:10][CH:5]3[CH2:6][CH:7]([CH2:9][CH:3]([CH2:4]3)[CH2:2]1)[CH2:8]2.C1C=C(Cl)C=C(C(OO)=[O:29])C=1. Product: [C:1]12([C:11](=[O:20])[CH2:12][S:13]([CH2:14][C:15]3[O:16][CH:17]=[CH:18][CH:19]=3)=[O:29])[CH2:10][CH:5]3[CH2:6][CH:7]([CH2:9][CH:3]([CH2:4]3)[CH2:2]1)[CH2:8]2. The catalyst class is: 2.